This data is from TCR-epitope binding with 47,182 pairs between 192 epitopes and 23,139 TCRs. The task is: Binary Classification. Given a T-cell receptor sequence (or CDR3 region) and an epitope sequence, predict whether binding occurs between them. (1) The epitope is NLVPMVATV. The TCR CDR3 sequence is CSVWVAGENTEAFF. Result: 1 (the TCR binds to the epitope). (2) The epitope is YIFFASFYY. The TCR CDR3 sequence is CASSLGLGGETYEQYF. Result: 1 (the TCR binds to the epitope). (3) Result: 0 (the TCR does not bind to the epitope). The epitope is KLNVGDYFV. The TCR CDR3 sequence is CASRAGTSGEDTQYF. (4) The epitope is KTSVDCTMYI. The TCR CDR3 sequence is CASSLGAGQGYEQYF. Result: 1 (the TCR binds to the epitope). (5) The epitope is VLAWLYAAV. The TCR CDR3 sequence is CASSSENTGYEQYF. Result: 1 (the TCR binds to the epitope). (6) The TCR CDR3 sequence is CASSEGAGIYYEQYF. The epitope is SLVKPSFYV. Result: 1 (the TCR binds to the epitope). (7) Result: 0 (the TCR does not bind to the epitope). The epitope is ILKEPVHGV. The TCR CDR3 sequence is CAISAGTSSYNEQFF. (8) The epitope is MPASWVMRI. The TCR CDR3 sequence is CASSEMGVRKETQYF. Result: 1 (the TCR binds to the epitope). (9) Result: 0 (the TCR does not bind to the epitope). The TCR CDR3 sequence is CSAAGTSGVNEQFF. The epitope is HPKVSSEVHI.